From a dataset of Forward reaction prediction with 1.9M reactions from USPTO patents (1976-2016). Predict the product of the given reaction. (1) Given the reactants [O:1]1[CH2:5][CH2:4]CC1.C([O:8][C:9]([C:11]1[S:12][C:13]([NH:23][CH:24]([C:30]([O:32]CC)=[O:31])C(OCC)=O)=[C:14]([C:21]#[N:22])[C:15]=1[CH2:16][C:17]([O:19]C)=[O:18])=[O:10])C.[OH-:35].[Li+].[Cl-].[Sr+2:38].[Cl-], predict the reaction product. The product is: [CH2:16]([C:17]([O-:19])=[O:18])[C:15]1[C:14]([C:21]#[N:22])=[C:13]([N:23]([CH2:24][C:30]([O-:32])=[O:31])[CH2:4][C:5]([O-:1])=[O:35])[S:12][C:11]=1[C:9]([O-:8])=[O:10].[OH2:1].[OH2:1].[OH2:1].[OH2:1].[OH2:1].[OH2:1].[OH2:1].[OH2:1].[Sr+2:38].[Sr+2:38]. (2) Given the reactants [O:1]1[CH:5]=[CH:4][C:3]([C:6]([NH:8][C:9]2[CH:10]=[CH:11][C:12]([CH3:24])=[C:13]([C:15]3[CH:20]=[CH:19][C:18]([C:21](O)=[O:22])=[CH:17][CH:16]=3)[CH:14]=2)=[O:7])=[CH:2]1.[NH2:25][CH2:26][CH2:27][CH2:28][N:29]1[CH2:34][CH2:33][O:32][CH2:31][CH2:30]1.CN(C(ON1N=NC2C=CC=NC1=2)=[N+](C)C)C.F[P-](F)(F)(F)(F)F.C1C=CC2N(O)N=NC=2C=1.CCN(C(C)C)C(C)C, predict the reaction product. The product is: [CH3:24][C:12]1[C:13]([C:15]2[CH:20]=[CH:19][C:18]([C:21]([NH:25][CH2:26][CH2:27][CH2:28][N:29]3[CH2:34][CH2:33][O:32][CH2:31][CH2:30]3)=[O:22])=[CH:17][CH:16]=2)=[CH:14][C:9]([NH:8][C:6]([C:3]2[CH:4]=[CH:5][O:1][CH:2]=2)=[O:7])=[CH:10][CH:11]=1.